Dataset: NCI-60 drug combinations with 297,098 pairs across 59 cell lines. Task: Regression. Given two drug SMILES strings and cell line genomic features, predict the synergy score measuring deviation from expected non-interaction effect. Drug 1: C1CC(C1)(C(=O)O)C(=O)O.[NH2-].[NH2-].[Pt+2]. Drug 2: C1=NC(=NC(=O)N1C2C(C(C(O2)CO)O)O)N. Cell line: HCC-2998. Synergy scores: CSS=8.93, Synergy_ZIP=-3.70, Synergy_Bliss=1.99, Synergy_Loewe=-6.65, Synergy_HSA=1.90.